Dataset: Full USPTO retrosynthesis dataset with 1.9M reactions from patents (1976-2016). Task: Predict the reactants needed to synthesize the given product. (1) Given the product [CH:1]([C:4]1[CH:5]=[C:6]([C:7]([OH:9])([CH2:24][CH:20]=[CH2:21])[CH2:15][CH:16]=[CH2:17])[CH:12]=[CH:13][CH:14]=1)([CH3:2])[CH3:3], predict the reactants needed to synthesize it. The reactants are: [CH:1]([C:4]1[CH:5]=[C:6]([CH:12]=[CH:13][CH:14]=1)[C:7]([O:9]CC)=O)([CH3:3])[CH3:2].[CH2:15]([Mg]Br)[CH:16]=[CH2:17].[CH2:20]1[CH2:24]OC[CH2:21]1. (2) Given the product [NH2:1][C:2]1[N:10]=[C:9]2[C:5]([N:6]=[CH:7][N:8]2[C@@H:11]2[O:15][C@H:14]([CH2:16][O:17][P:18]([O:28][C:29]3[CH:34]=[CH:33][CH:32]=[CH:31][C:30]=3[CH2:35][CH2:36][C:37]([O:39][CH2:40][CH3:41])=[O:38])([NH:20][CH:21]([CH3:27])[C:22]([O:24][CH2:25][CH3:26])=[O:23])=[O:19])[C@@H:13]([OH:42])[C@:12]2([OH:51])[CH3:50])=[C:4]([NH2:52])[N:3]=1, predict the reactants needed to synthesize it. The reactants are: [NH2:1][C:2]1[N:10]=[C:9]2[C:5]([N:6]=[CH:7][N:8]2[C@@H:11]2[O:15][C@H:14]([CH2:16][O:17][P:18]([O:28][C:29]3[CH:34]=[CH:33][CH:32]=[CH:31][C:30]=3[CH2:35][CH2:36][C:37]([O:39][CH2:40][CH3:41])=[O:38])([NH:20][CH:21]([CH3:27])[C:22]([O:24][CH2:25][CH3:26])=[O:23])=[O:19])[C@@H:13]([O:42][Si](C(C)(C)C)(C)C)[C@:12]2([OH:51])[CH3:50])=[C:4]([NH:52]C(OCC2C=CC=CC=2)=O)[N:3]=1.Cl.